Dataset: Human liver microsome stability data. Task: Regression/Classification. Given a drug SMILES string, predict its absorption, distribution, metabolism, or excretion properties. Task type varies by dataset: regression for continuous measurements (e.g., permeability, clearance, half-life) or binary classification for categorical outcomes (e.g., BBB penetration, CYP inhibition). Dataset: hlm. (1) The compound is CCn1c2ccccc2c2cc(NC(=O)CN3CCC(N4C(=O)OCc5ccc(C)cc54)CC3)ccc21. The result is 0 (unstable in human liver microsomes). (2) The molecule is CC(C)CC1n2cncc2CN(CC2CC2)S1(=O)=O. The result is 0 (unstable in human liver microsomes). (3) The compound is COC(=O)Nc1ccc2c(c1)NC(=O)[C@H](C)CCC[C@H](N1CC[C@H](c3c(F)ccc(Cl)c3F)OC1=O)c1ccnc-2c1. The result is 0 (unstable in human liver microsomes). (4) The compound is Cc1nc(C(=O)N2[C@H](CNC(=O)c3cccc4cccnc34)CCC[C@@H]2C)c(-c2ccc(F)cc2)s1. The result is 0 (unstable in human liver microsomes).